From a dataset of Full USPTO retrosynthesis dataset with 1.9M reactions from patents (1976-2016). Predict the reactants needed to synthesize the given product. (1) Given the product [Cl:1][C:2]1[CH:3]=[CH:4][C:5]([O:6][CH:7]2[CH2:8][N:9]([CH2:11][CH2:12][C@H:13]([NH:16][C:17]([NH:19][C:20]3[CH:25]=[C:24]([O:26][CH3:27])[CH:23]=[C:22]([O:28][CH3:29])[CH:21]=3)=[O:18])[CH2:14][O:15][C:39](=[O:41])[CH3:40])[CH2:10]2)=[CH:30][CH:31]=1, predict the reactants needed to synthesize it. The reactants are: [Cl:1][C:2]1[CH:31]=[CH:30][C:5]([O:6][CH:7]2[CH2:10][N:9]([CH2:11][CH2:12][C@H:13]([NH:16][C:17]([NH:19][C:20]3[CH:25]=[C:24]([O:26][CH3:27])[CH:23]=[C:22]([O:28][CH3:29])[CH:21]=3)=[O:18])[CH2:14][OH:15])[CH2:8]2)=[CH:4][CH:3]=1.C(N(CC)CC)C.[C:39](OC(=O)C)(=[O:41])[CH3:40]. (2) The reactants are: [Cl:1][C:2]1[CH:7]=[CH:6][CH:5]=[C:4]([C:8]([F:11])([F:10])[F:9])[C:3]=1[C:12]1[NH:13][C:14]2[CH:20]=[C:19]([C:21](Cl)=[O:22])[CH:18]=[CH:17][C:15]=2[N:16]=1.[N:24]1[C:33]2[C:28](=[CH:29][CH:30]=[CH:31][CH:32]=2)[CH:27]=[CH:26][C:25]=1[NH2:34].CCN(C(C)C)C(C)C. Given the product [N:24]1[C:33]2[C:28](=[CH:29][CH:30]=[CH:31][CH:32]=2)[CH:27]=[CH:26][C:25]=1[NH:34][C:21]([C:19]1[CH:18]=[CH:17][C:15]2[N:16]=[C:12]([C:3]3[C:4]([C:8]([F:10])([F:11])[F:9])=[CH:5][CH:6]=[CH:7][C:2]=3[Cl:1])[NH:13][C:14]=2[CH:20]=1)=[O:22], predict the reactants needed to synthesize it. (3) The reactants are: [N+]([C:4]1[CH:15]=[CH:14][C:7]2[CH:8]=[C:9]([C:11]([OH:13])=O)[O:10][C:6]=2[CH:5]=1)([O-])=O.Cl.Cl.[NH2:18][C@@H:19]1[CH:24]2[CH2:25][CH2:26][N:21]([CH2:22][CH2:23]2)[CH2:20]1.CN(C([O:34][N:35]1N=NC2C=CC=NC1=2)=[N+](C)C)C.F[P-](F)(F)(F)(F)F.C(N(CC)C(C)C)(C)C.CN(C=[O:64])C. Given the product [N:21]12[CH2:26][CH2:25][CH:24]([CH2:23][CH2:22]1)[C@@H:19]([NH:18][C:11]([C:9]1[O:10][C:6]3[C:5]([N+:35]([O-:34])=[O:64])=[CH:4][CH:15]=[CH:14][C:7]=3[CH:8]=1)=[O:13])[CH2:20]2, predict the reactants needed to synthesize it. (4) Given the product [CH3:34][C:12]([C:14]1[CH:19]=[CH:18][CH:17]=[C:16]([O:20][CH2:21][C:22]2[N:23]=[C:24]([C:28]3[CH:33]=[CH:32][CH:31]=[CH:30][CH:29]=3)[O:25][C:26]=2[CH3:27])[CH:15]=1)([CH3:13])[C:11]([N:7]1[CH2:8][CH2:9][CH2:10][C@@H:6]1[C:4]([OH:5])=[O:3])=[O:35], predict the reactants needed to synthesize it. The reactants are: C([O:3][C:4]([C@H:6]1[CH2:10][CH2:9][CH2:8][N:7]1[C:11](=[O:35])[C:12]([CH3:34])([C:14]1[CH:19]=[CH:18][CH:17]=[C:16]([O:20][CH2:21][C:22]2[N:23]=[C:24]([C:28]3[CH:33]=[CH:32][CH:31]=[CH:30][CH:29]=3)[O:25][C:26]=2[CH3:27])[CH:15]=1)[CH3:13])=[O:5])C.[OH-].[Na+]. (5) The reactants are: [CH3:1][O:2][C:3]([C:5]1[S:6][CH:7]=[CH:8][C:9]=1[NH2:10])=[O:4].[Br-:11].[Br-].[Br-].C1([N+](C)(C)C)C=CC=CC=1.C1([N+](C)(C)C)C=CC=CC=1.C1([N+](C)(C)C)C=CC=CC=1.C(=O)([O-])[O-].[Ca+2]. Given the product [NH2:10][C:9]1[CH:8]=[C:7]([Br:11])[S:6][C:5]=1[C:3]([O:2][CH3:1])=[O:4], predict the reactants needed to synthesize it. (6) The reactants are: [C:1]1([C:7]2[C:28]3[C:23](=[CH:24][CH:25]=[CH:26][CH:27]=3)[O:22][C:9]3([CH2:14][CH2:13][N:12](C(OC(C)(C)C)=O)[CH2:11][CH2:10]3)[CH:8]=2)[CH:6]=[CH:5][CH:4]=[CH:3][CH:2]=1.[ClH:29].O1CCOCC1. Given the product [ClH:29].[C:1]1([C:7]2[C:28]3[C:23](=[CH:24][CH:25]=[CH:26][CH:27]=3)[O:22][C:9]3([CH2:14][CH2:13][NH:12][CH2:11][CH2:10]3)[CH:8]=2)[CH:2]=[CH:3][CH:4]=[CH:5][CH:6]=1, predict the reactants needed to synthesize it. (7) Given the product [CH2:25]([O:29][C:30]1[CH:31]=[CH:32][C:33]([CH2:34][CH:14]([NH:15][S:16]([C:19]2[CH:24]=[CH:23][CH:22]=[CH:21][N:20]=2)(=[O:18])=[O:17])[C:10]2[N:9]=[C:8]([NH:7][CH2:6][C:5]([O:4][CH2:1][CH3:2])=[O:54])[CH:13]=[CH:12][CH:11]=2)=[CH:36][CH:37]=1)[CH2:26][CH2:27][CH3:28], predict the reactants needed to synthesize it. The reactants are: [C:1]([O:4][CH2:5][CH2:6][NH:7][C:8]1[CH:13]=[CH:12][CH:11]=[C:10]([CH2:14][NH:15][S:16]([C:19]2[CH:24]=[CH:23][CH:22]=[CH:21][N:20]=2)(=[O:18])=[O:17])[N:9]=1)(=O)[CH3:2].[CH2:25]([O:29][C:30]1[CH:37]=[CH:36][C:33]([CH2:34]O)=[CH:32][CH:31]=1)[CH2:26][CH2:27][CH3:28].C(P(CCCC)CCCC)CCC.CN(C)C(N=NC(N(C)C)=O)=[O:54]. (8) Given the product [CH2:17]([O:21][C:22]1[CH:23]=[CH:24][C:25]([S:28][CH2:2][C:3]2([C:12]([O:14][CH2:15][CH3:16])=[O:13])[CH2:8][CH2:7][N:6]([C:9]([O:11][C:3]([CH3:8])([CH3:4])[CH3:2])=[O:10])[CH2:5][CH2:4]2)=[CH:26][CH:27]=1)[C:18]#[C:19][CH3:20], predict the reactants needed to synthesize it. The reactants are: I[CH2:2][C:3]1([C:12]([O:14][CH2:15][CH3:16])=[O:13])[CH2:8][CH2:7][N:6]([C:9]([O-:11])=[O:10])[CH2:5][CH2:4]1.[CH2:17]([O:21][C:22]1[CH:27]=[CH:26][C:25]([SH:28])=[CH:24][CH:23]=1)[C:18]#[C:19][CH3:20].C([O-])([O-])=O.[K+].[K+].